Task: Predict which catalyst facilitates the given reaction.. Dataset: Catalyst prediction with 721,799 reactions and 888 catalyst types from USPTO Reactant: [Br:1]Br.[F:3][C:4]1[CH:5]=[C:6]([C:11]2[C:16]([CH2:17][CH2:18][CH2:19][CH2:20][CH2:21][CH2:22][CH3:23])=[CH:15][C:14](=[O:24])[N:13]3[C@H:25]([C:28]([NH:30][S:31]([CH3:34])(=[O:33])=[O:32])=[O:29])[CH2:26][S:27][C:12]=23)[CH:7]=[CH:8][C:9]=1[F:10]. Product: [Br:1][C:15]1[C:14](=[O:24])[N:13]2[CH:25]([C:28]([NH:30][S:31]([CH3:34])(=[O:32])=[O:33])=[O:29])[CH2:26][S:27][C:12]2=[C:11]([C:6]2[CH:7]=[CH:8][C:9]([F:10])=[C:4]([F:3])[CH:5]=2)[C:16]=1[CH2:17][CH2:18][CH2:19][CH2:20][CH2:21][CH2:22][CH3:23]. The catalyst class is: 15.